From a dataset of Forward reaction prediction with 1.9M reactions from USPTO patents (1976-2016). Predict the product of the given reaction. (1) Given the reactants [CH:1]1([NH:4][C:5](=[O:13])[C:6]2[CH:11]=[CH:10][C:9]([OH:12])=[CH:8][CH:7]=2)[CH2:3][CH2:2]1.[CH2:14](Br)[C:15]1[CH:20]=[CH:19][CH:18]=[CH:17][CH:16]=1.C(=O)([O-])[O-].[K+].[K+], predict the reaction product. The product is: [CH2:14]([O:12][C:9]1[CH:10]=[CH:11][C:6]([C:5]([NH:4][CH:1]2[CH2:2][CH2:3]2)=[O:13])=[CH:7][CH:8]=1)[C:15]1[CH:20]=[CH:19][CH:18]=[CH:17][CH:16]=1. (2) Given the reactants FC1C=C(C=CC=1)CN1CCC(COC2C(C3CC3)=CC(C(OC)=O)=C(F)C=2)CC1.[Cl:31][C:32]1[CH:60]=[C:59]([F:61])[CH:58]=[CH:57][C:33]=1[CH2:34][N:35]1[CH2:40][CH2:39][CH2:38][C@H:37]([CH2:41][O:42][C:43]2[C:52]([CH:53]3[CH2:55][CH2:54]3)=[CH:51][C:46]([C:47]([O:49]C)=[O:48])=[C:45]([F:56])[CH:44]=2)[CH2:36]1, predict the reaction product. The product is: [Cl:31][C:32]1[CH:60]=[C:59]([F:61])[CH:58]=[CH:57][C:33]=1[CH2:34][N:35]1[CH2:40][CH2:39][CH2:38][C@H:37]([CH2:41][O:42][C:43]2[C:52]([CH:53]3[CH2:54][CH2:55]3)=[CH:51][C:46]([C:47]([OH:49])=[O:48])=[C:45]([F:56])[CH:44]=2)[CH2:36]1. (3) The product is: [C:8]([C:6]1[C:5]([O:11][CH2:12][CH3:13])=[C:4]([C:23]2[CH:24]=[CH:25][C:20]([C:18]([N:17]([CH3:35])[CH3:16])=[O:19])=[N:21][CH:22]=2)[C:3]([CH3:15])=[C:2]([Cl:1])[CH:7]=1)(=[O:10])[CH3:9]. Given the reactants [Cl:1][C:2]1[C:3]([CH3:15])=[C:4](I)[C:5]([O:11][CH2:12][CH3:13])=[C:6]([C:8](=[O:10])[CH3:9])[CH:7]=1.[CH3:16][N:17]([CH3:35])[C:18]([C:20]1[CH:25]=[CH:24][C:23](B2OC(C)(C)C(C)(C)O2)=[CH:22][N:21]=1)=[O:19].C(=O)([O-])[O-].[K+].[K+], predict the reaction product.